Task: Predict the reaction yield, written as a fraction of the theoretical maximum amount of product (1.0 means a 100% yield; for example, 0.34 means a 34% yield).. Dataset: Reaction yield outcomes from USPTO patents with 853,638 reactions (1) No catalyst specified. The product is [ClH:43].[F:34][CH:32]([F:33])[O:31][C:28]1[CH:29]=[CH:30][C:25]([S:22]([NH:21][C:16]2[CH:15]=[CH:14][C:13]3[CH2:12][C@@H:11]([NH:7][CH2:8][CH2:9][CH3:10])[CH2:20][CH2:19][C:18]=3[CH:17]=2)(=[O:24])=[O:23])=[CH:26][CH:27]=1. The yield is 0.770. The reactants are C(OC(=O)[N:7]([C@H:11]1[CH2:20][CH2:19][C:18]2[C:13](=[CH:14][CH:15]=[C:16]([NH:21][S:22]([C:25]3[CH:30]=[CH:29][C:28]([O:31][CH:32]([F:34])[F:33])=[CH:27][CH:26]=3)(=[O:24])=[O:23])[CH:17]=2)[CH2:12]1)[CH2:8][CH2:9][CH3:10])(C)(C)C.FC(F)(F)C(O)=O.[Cl:43]CCl. (2) The reactants are Br[C:2]1[S:6][CH:5]=[N:4][CH:3]=1.[CH3:7][O:8][C:9]1[CH:10]=[C:11]([NH:24][C:25](=[O:39])[C@H:26]([NH:31][C:32](=[O:38])[O:33][C:34]([CH3:37])([CH3:36])[CH3:35])[CH2:27][CH:28]([CH3:30])[CH3:29])[CH:12]=[CH:13][C:14]=1B1OC(C)(C)C(C)(C)O1.P([O-])([O-])([O-])=O.[K+].[K+].[K+].C([O-])(O)=O.[Na+]. The catalyst is C1C=CC([PH+]([C]2[CH][CH][CH][CH]2)C2C=CC=CC=2)=CC=1.C1C=CC([PH+]([C]2[CH][CH][CH][CH]2)C2C=CC=CC=2)=CC=1.C(Cl)Cl.Cl[Pd]Cl.[Fe].O1CCOCC1. The product is [CH3:7][O:8][C:9]1[CH:10]=[C:11]([NH:24][C:25](=[O:39])[C@H:26]([NH:31][C:32](=[O:38])[O:33][C:34]([CH3:37])([CH3:36])[CH3:35])[CH2:27][CH:28]([CH3:30])[CH3:29])[CH:12]=[CH:13][C:14]=1[C:2]1[S:6][CH:5]=[N:4][CH:3]=1. The yield is 0.650. (3) The reactants are S([N:11]1[C:15]2=[N:16][CH:17]=[C:18]([NH:20][NH:21][C:22]([C@@H:24]3[CH2:28][CH2:27][C@H:26]([NH:29][C:30](=[O:36])[O:31][C:32]([CH3:35])([CH3:34])[CH3:33])[CH2:25]3)=O)[N:19]=[C:14]2[CH:13]=[CH:12]1)(C1C=CC(C)=CC=1)(=O)=O.O=S(Cl)Cl.C([O-])([O-])=O.[Na+].[Na+].O. The catalyst is O1CCOCC1.CCOC(C)=O. The product is [C:22]1([C@@H:24]2[CH2:28][CH2:27][C@H:26]([NH:29][C:30](=[O:36])[O:31][C:32]([CH3:35])([CH3:34])[CH3:33])[CH2:25]2)[N:19]2[C:14]3[CH:13]=[CH:12][NH:11][C:15]=3[N:16]=[CH:17][C:18]2=[N:20][N:21]=1. The yield is 0.860. (4) The catalyst is C1(C)C=CC=CC=1.C1C=CC(P(C2C=CC=CC=2)[C-]2C=CC=C2)=CC=1.C1C=CC(P(C2C=CC=CC=2)[C-]2C=CC=C2)=CC=1.Cl[Pd]Cl.[Fe+2].O. The product is [C:17]([O:21][C:22](=[O:23])[C:24]1[CH:25]=[CH:26][CH:27]=[C:28]([C:2]2[C:7]([CH3:8])=[CH:6][CH:5]=[CH:4][N:3]=2)[CH:29]=1)([CH3:20])([CH3:18])[CH3:19]. The reactants are Br[C:2]1[C:7]([CH3:8])=[CH:6][CH:5]=[CH:4][N:3]=1.C([O-])([O-])=O.[K+].[K+].N#N.[C:17]([O:21][C:22]([C:24]1[CH:25]=[C:26](B(O)O)[CH:27]=[CH:28][CH:29]=1)=[O:23])([CH3:20])([CH3:19])[CH3:18].C(Cl)Cl.CS(O)(=O)=O.[OH-].[Na+]. The yield is 0.820. (5) The reactants are Br[C:2]1[CH:3]=[C:4]2[C:9](=[N:10][CH:11]=1)[NH:8][CH2:7][CH2:6][CH:5]2[O:12][C:13]1[CH:18]=[CH:17][CH:16]=[C:15]([Cl:19])[CH:14]=1.[CH3:20][N:21]1[CH2:26][CH2:25][N:24]([C:27]2[CH:32]=[CH:31][C:30](B3OC(C)(C)C(C)(C)O3)=[CH:29][N:28]=2)[CH2:23][CH2:22]1. The catalyst is CO.C(Cl)Cl. The yield is 0.550. The product is [Cl:19][C:15]1[CH:14]=[C:13]([CH:18]=[CH:17][CH:16]=1)[O:12][CH:5]1[C:4]2[C:9](=[N:10][CH:11]=[C:2]([C:30]3[CH:29]=[N:28][C:27]([N:24]4[CH2:23][CH2:22][N:21]([CH3:20])[CH2:26][CH2:25]4)=[CH:32][CH:31]=3)[CH:3]=2)[NH:8][CH2:7][CH2:6]1. (6) The reactants are [O:1]1[C:5]2[CH:6]=[CH:7][C:8]([C:10]3([C:13]([NH:15][C:16]4[CH:17]=[CH:18][C:19]([CH2:33][OH:34])=[C:20]([C:22]5[CH:27]=[CH:26][C:25]([C:28]([N:30]([CH3:32])[CH3:31])=[O:29])=[CH:24][CH:23]=5)[CH:21]=4)=[O:14])[CH2:12][CH2:11]3)=[CH:9][C:4]=2[O:3][CH2:2]1.[C:35]1(C)[CH:40]=CC(S(O)(=O)=O)=C[CH:36]=1. The catalyst is C(O)(C)C. The product is [O:1]1[C:5]2[CH:6]=[CH:7][C:8]([C:10]3([C:13]([NH:15][C:16]4[CH:17]=[CH:18][C:19]([CH2:33][O:34][CH:35]([CH3:40])[CH3:36])=[C:20]([C:22]5[CH:27]=[CH:26][C:25]([C:28]([N:30]([CH3:31])[CH3:32])=[O:29])=[CH:24][CH:23]=5)[CH:21]=4)=[O:14])[CH2:11][CH2:12]3)=[CH:9][C:4]=2[O:3][CH2:2]1. The yield is 0.440. (7) The reactants are [NH2:1][C:2]1[CH:7]=[CH:6][C:5]([N:8]([CH2:30][C:31]2[CH:36]=[CH:35][CH:34]=[C:33]([C:37]#[N:38])[CH:32]=2)[CH:9]2[CH2:14][CH2:13][N:12]([CH:15]([CH3:29])[CH2:16][CH2:17][NH:18][C:19]([C:21]3[C:22]([CH3:28])=[N:23][CH:24]=[N:25][C:26]=3[CH3:27])=[O:20])[CH2:11][CH2:10]2)=[CH:4][CH:3]=1.CCN(CC)CC.[CH:46]1([C:49](Cl)=[O:50])[CH2:48][CH2:47]1. The catalyst is C(Cl)Cl. The product is [C:37]([C:33]1[CH:32]=[C:31]([CH:36]=[CH:35][CH:34]=1)[CH2:30][N:8]([C:5]1[CH:4]=[CH:3][C:2]([NH:1][C:49]([CH:46]2[CH2:48][CH2:47]2)=[O:50])=[CH:7][CH:6]=1)[CH:9]1[CH2:14][CH2:13][N:12]([CH:15]([CH3:29])[CH2:16][CH2:17][NH:18][C:19]([C:21]2[C:26]([CH3:27])=[N:25][CH:24]=[N:23][C:22]=2[CH3:28])=[O:20])[CH2:11][CH2:10]1)#[N:38]. The yield is 0.960. (8) The reactants are [CH2:1]([O:8][C:9]1[CH:14]=[CH:13][C:12]([NH:15][C:16]2[C:25]3[C:20](=[CH:21][CH:22]=[C:23]([C:26]4[O:27][C:28]([CH:31]5OCC[O:32]5)=[CH:29][CH:30]=4)[CH:24]=3)[N:19]=[CH:18][N:17]=2)=[CH:11][C:10]=1[C:36]([F:39])([F:38])[F:37])[C:2]1[CH:7]=[CH:6][CH:5]=[CH:4][CH:3]=1.Cl.O. The catalyst is C1COCC1. The product is [CH2:1]([O:8][C:9]1[CH:14]=[CH:13][C:12]([NH:15][C:16]2[C:25]3[C:20](=[CH:21][CH:22]=[C:23]([C:26]4[O:27][C:28]([CH:31]=[O:32])=[CH:29][CH:30]=4)[CH:24]=3)[N:19]=[CH:18][N:17]=2)=[CH:11][C:10]=1[C:36]([F:39])([F:37])[F:38])[C:2]1[CH:7]=[CH:6][CH:5]=[CH:4][CH:3]=1. The yield is 0.840. (9) The reactants are [C:1]([O:5][C:6]([N:8]1[CH2:13][CH2:12][CH:11]([NH:14][C:15]2[CH:20]=[CH:19][C:18]([Cl:21])=[CH:17][C:16]=2[CH2:22][CH2:23][C:24](O)=[O:25])[CH2:10][CH2:9]1)=[O:7])([CH3:4])([CH3:3])[CH3:2].C(Cl)CCl. The catalyst is C(Cl)Cl. The product is [C:1]([O:5][C:6]([N:8]1[CH2:13][CH2:12][CH:11]([N:14]2[C:15]3[C:16](=[CH:17][C:18]([Cl:21])=[CH:19][CH:20]=3)[CH2:22][CH2:23][C:24]2=[O:25])[CH2:10][CH2:9]1)=[O:7])([CH3:4])([CH3:3])[CH3:2]. The yield is 0.520. (10) The reactants are [BH4-].[Na+].[CH3:3][C:4]1([CH3:24])[C:13](=[O:14])[C:12]2[CH:15]=[CH:16][CH:17]=[C:10]3[C:11]=2[N:6]2[C:7](=[N:22][CH:23]=[C:5]12)[C:8]1[CH:21]=[CH:20][CH:19]=[CH:18][C:9]=13. The catalyst is C(O)C. The product is [CH3:3][C:4]1([CH3:24])[CH:13]([OH:14])[C:12]2[CH:15]=[CH:16][CH:17]=[C:10]3[C:11]=2[N:6]2[C:7](=[N:22][CH:23]=[C:5]12)[C:8]1[CH:21]=[CH:20][CH:19]=[CH:18][C:9]=13. The yield is 1.00.